Dataset: Reaction yield outcomes from USPTO patents with 853,638 reactions. Task: Predict the reaction yield, written as a fraction of the theoretical maximum amount of product (1.0 means a 100% yield; for example, 0.34 means a 34% yield). (1) The reactants are [O:1]1[C:5]2[CH:6]=[CH:7][C:8]([C:10](Cl)=[O:11])=[CH:9][C:4]=2[O:3][CH2:2]1.Cl.[CH3:14][O:15][C:16](=[O:23])[C@@H:17]([CH2:19][CH:20]([CH3:22])[CH3:21])[NH2:18]. No catalyst specified. The product is [O:3]1[C:4]2[CH:9]=[C:8]([C:10]([NH:18][C@H:17]([CH2:19][CH:20]([CH3:22])[CH3:21])[C:16]([O:15][CH3:14])=[O:23])=[O:11])[CH:7]=[CH:6][C:5]=2[O:1][CH2:2]1. The yield is 0.830. (2) The reactants are B(Br)(Br)Br.[Cl:5][C:6]1[CH:37]=[CH:36][C:35]([O:38]C)=[CH:34][C:7]=1[O:8][CH:9]1[CH2:12][N:11]([C:13]([CH3:33])([CH3:32])[CH2:14][CH2:15][C:16]([C:26]2[CH:31]=[CH:30][CH:29]=[CH:28][CH:27]=2)([C:20]2[CH:25]=[CH:24][CH:23]=[CH:22][CH:21]=2)[C:17]([NH2:19])=[O:18])[CH2:10]1. The catalyst is ClCCl. The product is [Cl:5][C:6]1[CH:37]=[CH:36][C:35]([OH:38])=[CH:34][C:7]=1[O:8][CH:9]1[CH2:10][N:11]([C:13]([CH3:33])([CH3:32])[CH2:14][CH2:15][C:16]([C:26]2[CH:27]=[CH:28][CH:29]=[CH:30][CH:31]=2)([C:20]2[CH:25]=[CH:24][CH:23]=[CH:22][CH:21]=2)[C:17]([NH2:19])=[O:18])[CH2:12]1. The yield is 0.300. (3) The reactants are [CH2:1]([NH2:8])[C:2]1[CH:7]=[CH:6][CH:5]=[CH:4][CH:3]=1.C(=O)([O-])[O-].[Ca+2]. The catalyst is C(#N)C. The product is [CH2:1]([NH:8][CH2:4][CH2:3][CH2:2][C:1]#[N:8])[C:2]1[CH:7]=[CH:6][CH:5]=[CH:4][CH:3]=1. The yield is 0.835. (4) The reactants are [O:1]=[S:2]1(=[O:27])[C:8]2[CH:9]=[CH:10][C:11](F)=[CH:12][C:7]=2[CH:6]([C:14]2[CH:19]=[CH:18][CH:17]=[CH:16][CH:15]=2)[CH:5]([OH:20])[C:4]([CH2:23][CH2:24][CH2:25][CH3:26])([CH2:21][CH3:22])[CH2:3]1.C(=O)([O-])[O-].[Cs+].[Cs+].[C:34]([O:38]CC)(=[O:37])[CH2:35][SH:36].O. The catalyst is CN(C=O)C. The product is [O:1]=[S:2]1(=[O:27])[C:8]2[CH:9]=[CH:10][C:11]([S:36][CH2:35][C:34]([OH:38])=[O:37])=[CH:12][C:7]=2[CH:6]([C:14]2[CH:19]=[CH:18][CH:17]=[CH:16][CH:15]=2)[CH:5]([OH:20])[C:4]([CH2:23][CH2:24][CH2:25][CH3:26])([CH2:21][CH3:22])[CH2:3]1. The yield is 0.480. (5) The reactants are [Mg].Br[CH2:3][CH2:4][CH2:5][CH2:6][CH3:7].[P:8](Cl)(Cl)([O:10][C:11]1[CH:16]=[CH:15][CH:14]=[CH:13][CH:12]=1)=[O:9].P(Cl)(Cl)(O[C:22]1[CH:27]=[CH:26]C=[CH:24][CH:23]=1)=O.C1COCC1.[NH4+].[Cl-]. The catalyst is C1COCC1. The product is [CH2:3]([P:8]([CH2:24][CH2:23][CH2:22][CH2:27][CH3:26])(=[O:9])[O:10][C:11]1[CH:16]=[CH:15][CH:14]=[CH:13][CH:12]=1)[CH2:4][CH2:5][CH2:6][CH3:7]. The yield is 0.0300. (6) The reactants are C([O:8][C:9]1[CH:10]=[C:11]([C:17]2([C:20]([NH:22][C:23]3[CH:28]=[CH:27][CH:26]=[C:25]([C:29]4[CH:34]=[CH:33][C:32]([S:35]([N:38]5[CH2:42][CH2:41][CH2:40][C@@H:39]5[CH2:43][OH:44])(=[O:37])=[O:36])=[CH:31][CH:30]=4)[N:24]=3)=[O:21])[CH2:19][CH2:18]2)[CH:12]=[CH:13][C:14]=1[O:15][CH3:16])C1C=CC=CC=1.[H][H]. The catalyst is C(O)C.[Pd]. The product is [OH:8][C:9]1[CH:10]=[C:11]([C:17]2([C:20]([NH:22][C:23]3[CH:28]=[CH:27][CH:26]=[C:25]([C:29]4[CH:34]=[CH:33][C:32]([S:35]([N:38]5[CH2:42][CH2:41][CH2:40][C@@H:39]5[CH2:43][OH:44])(=[O:37])=[O:36])=[CH:31][CH:30]=4)[N:24]=3)=[O:21])[CH2:18][CH2:19]2)[CH:12]=[CH:13][C:14]=1[O:15][CH3:16]. The yield is 0.340. (7) The reactants are [Cl:1][C:2]1[CH:7]=[CH:6][C:5]([C:8]2[CH:13]=[CH:12][CH:11]=[CH:10][C:9]=2[C@H:14]([OH:30])[CH:15]2[CH2:20][CH2:19][N:18]([C:21]3[CH:29]=[CH:28][C:24]([C:25](O)=[O:26])=[CH:23][CH:22]=3)[CH2:17][CH2:16]2)=[CH:4][CH:3]=1.[Si:31]([O:38][CH2:39][CH2:40][N:41]([CH3:71])[CH2:42][CH2:43][C@@H:44]([NH:53][C:54]1[CH:59]=[CH:58][C:57]([S:60]([NH2:63])(=[O:62])=[O:61])=[CH:56][C:55]=1[S:64]([C:67]([F:70])([F:69])[F:68])(=[O:66])=[O:65])[CH2:45][S:46][C:47]1[CH:52]=[CH:51][CH:50]=[CH:49][CH:48]=1)([C:34]([CH3:37])([CH3:36])[CH3:35])([CH3:33])[CH3:32].ClCCl.C(Cl)CCl. The product is [Si:31]([O:38][CH2:39][CH2:40][N:41]([CH3:71])[CH2:42][CH2:43][C@@H:44]([NH:53][C:54]1[CH:59]=[CH:58][C:57]([S:60]([NH:63][C:25](=[O:26])[C:24]2[CH:28]=[CH:29][C:21]([N:18]3[CH2:19][CH2:20][CH:15]([C@H:14]([C:9]4[CH:10]=[CH:11][CH:12]=[CH:13][C:8]=4[C:5]4[CH:4]=[CH:3][C:2]([Cl:1])=[CH:7][CH:6]=4)[OH:30])[CH2:16][CH2:17]3)=[CH:22][CH:23]=2)(=[O:61])=[O:62])=[CH:56][C:55]=1[S:64]([C:67]([F:70])([F:68])[F:69])(=[O:66])=[O:65])[CH2:45][S:46][C:47]1[CH:48]=[CH:49][CH:50]=[CH:51][CH:52]=1)([C:34]([CH3:36])([CH3:37])[CH3:35])([CH3:33])[CH3:32]. The yield is 0.790. The catalyst is CN(C1C=CN=CC=1)C.C(=O)(O)[O-].[Na+].C(OCC)(=O)C.CO. (8) The catalyst is O. The reactants are CO[CH:3](OC)[CH2:4][NH:5][C:6](=[O:21])[NH:7][CH:8]1[CH2:13][CH2:12][N:11](C(OC(C)(C)C)=O)[CH2:10][CH2:9]1.[ClH:24]. The product is [ClH:24].[NH:11]1[CH2:10][CH2:9][CH:8]([N:7]2[CH:3]=[CH:4][NH:5][C:6]2=[O:21])[CH2:13][CH2:12]1. The yield is 0.990.